From a dataset of Drug-target binding data from BindingDB using IC50 measurements. Regression. Given a target protein amino acid sequence and a drug SMILES string, predict the binding affinity score between them. We predict pIC50 (pIC50 = -log10(IC50 in M); higher means more potent). Dataset: bindingdb_ic50. (1) The drug is [O-][n+]1ccc2c(-c3ccc(F)cc3Cl)ccnc2c1-c1c(Cl)cccc1Cl. The target protein (P80192) has sequence MEPSRALLGCLASAAAAAPPGEDGAGAGAEEEEEEEEEAAAAVGPGELGCDAPLPYWTAVFEYEAAGEDELTLRLGDVVEVLSKDSQVSGDEGWWTGQLNQRVGIFPSNYVTPRSAFSSRCQPGGEDPSCYPPIQLLEIDFAELTLEEIIGIGGFGKVYRAFWIGDEVAVKAARHDPDEDISQTIENVRQEAKLFAMLKHPNIIALRGVCLKEPNLCLVMEFARGGPLNRVLSGKRIPPDILVNWAVQIARGMNYLHDEAIVPIIHRDLKSSNILILQKVENGDLSNKILKITDFGLAREWHRTTKMSAAGTYAWMAPEVIRASMFSKGSDVWSYGVLLWELLTGEVPFRGIDGLAVAYGVAMNKLALPIPSTCPEPFAKLMEDCWNPDPHSRPSFTNILDQLTTIEESGFFEMPKDSFHCLQDNWKHEIQEMFDQLRAKEKELRTWEEELTRAALQQKNQEELLRRREQELAEREIDILERELNIIIHQLCQEKPRVKK.... The pIC50 is 5.0. (2) The compound is NC(=O)c1cnc2ccc(-c3c(-c4ccc(F)c(Cl)c4)ncn3C(CO)CO)cn12. The target protein sequence is MEAAVAAPRPRLLLLVLAAAAAAAAALLPGATALQCFCHLCTKDNFTCVTDGLCFVSVTETTDKVIHNSMCIAEIDLIPRDRPFVCAPSSKTGSVTTTYCCNQDHCNKIELPTTVKSSPGLGPVELAAVIAGPVCFVCISLMLMVYICHNRTVIHHRVPNEEDPSLDRPFISEGTTLKDLIYDMTTSGSGSGLPLLVQRTIARTIVLQESIGKGRFGEVWRGKWRGEEVAVKIFSSREERSWFREAEIYQTVMLRHENILGFIAADNKDNGTWTQLWLVSDYHEHGSLFDYLNRYTVTVEGMIKLALSTASGLAHLHMEIVGTQGKPAIAHRDLKSKNILVKKNGTCCIADLGLAVRHDSATDTIDIAPNHRVGTKRYMAPEVLDDSINMKHFESFKRADIYAMGLVFWEIARRCSIGGIHEDYQLPYYDLVPSDPSVEEMRKVVCEQKLRPNIPNRWQSCEALRVMAKIMRECWYANGAARLTALRIKKTLSQLSQQEG.... The pIC50 is 8.7. (3) The drug is CC(C)[C@H](C[C@H](O)[C@@H](N)CN1CC(=O)N(c2cccc(Cl)c2)CC1(C)C)C(=O)NCC(C)(C)C(N)=O. The pIC50 is 7.6. The target protein (Q6DLS0) has sequence MDGWRRMPRWGLLLLLWGSCTFGLPTDTTTFKRIFLKRMPSIRESLKERGVDMARLGPEWSQPMKRLALGNTTSSVILTNYMDTQYYGEIGIGTPPQTFKVVFDTGSSNVWVPSSKCSRLYTACVYHKLFDASDSSSYKHNGTELTLRYSTGTVSGFLSQDIITVGGITVTQMFGEVTEMPALPFMLAEFDGVVGMGFIEQAIGRVTPIFDNILSQGVLKEDVFSFYYNRDSENAQSLGGQIVLGGSDPQHYEGNFHYINLIKTGVWQIQMKGVSVGSSTLLCEDGCLALVDTGASYISGSTSSIEKLMEALGAKKRLFDYVVKCNEGPTLPDISFHLGGKEYTLTSADYVFQESYSSKKLCTLAIHAMDIPPPTGPTWALGATFIRKFYTEFDRRNNRIGFALAR. (4) The compound is O=C(NCCCCNC(=O)c1cc2cc(O)c(O)cc2[nH]1)c1cc2cc(O)c(O)cc2[nH]1. The target protein (Q9IQ47) has sequence MEDFVRQCFNPMIVELAEKTMKEYGEDLKIETNKFAAICTHLEVCFMYSDFHFINEQGESIIVELGDPSALLKHRFEIIEGRDRTMAWTVVNSICNTTGAEKPKFLPDLYDYKENRFIEIGVTRREVHIYYLEKANKIKSEKTHIHIFSFTGEEMATKADYTLDEESRARIKTRLFTIRQEMASRGLWDSFRQSERGEETIEERFEITGTMRKLADQSLPPNFSSLENFRAYVDGFEPNGYIEGKLSQMSKEVNARIEPFLKTTPRPLRLPNGPPCSQRSKFLLMDALKLSIEDPSHEGEGIPLYDAIKCMRTFFGWKEPNVVKPHEKGINPNYLLSWKQVLAELQDIENEEKIPKTKNMKKTSQLKWALGENMAPEKVDFDDCKDVGDLKQYDSDEPELRSLASWIQNEFNKACELTDSSWIELDEIGEDVAPIEHIASMRRNYFTSEVSHCRATEYIMKGVYINTALLNASCAAMDDFQLIPMISKCRTKEGRRKTNL.... The pIC50 is 5.2. (5) The compound is C[C@@H]1[C@H]2C3=CC[C@@H]4[C@@]5(C)CC[C@H](O)C(C)(C)[C@@H]5CC[C@@]4(C)[C@]3(C)CC[C@@]2(C(=O)O)CC[C@H]1C. The target protein (Q7T3S7) has sequence MKTLWIVAVWLIAVEGNLYQFGRMIWNRTGKLPILSYGSYGCYCGWGGQGPPKDATDRCCLVHDCCYTRVGDCSPKMTLYSYRFENGDIICDNKDPCKRAVCECDREAAICLGENVNTYDKKYKSYEDCTEEVQEC. The pIC50 is 5.6. (6) The compound is O=C(c1ccc(-c2ccccc2)cc1)N1CCN(c2nccs2)CC1. The target protein (Q99884) has sequence MKKLQGAHLRKPVTPDLLMTPSDQGDVDLDVDFAAHRGNWTGKLDFLLSCIGYCVGLGNVWRFPYRAYTNGGGAFLVPYFLMLAICGIPLFFLELSLGQFSSLGPLAVWKISPLFKGAGAAMLLIVGLVAIYYNMIIAYVLFYLFASLTSDLPWEHCGNWWNTELCLEHRVSKDGNGALPLNLTCTVSPSEEYWSRYVLHIQGSQGIGSPGEIRWNLCLCLLLAWVIVFLCILKGVKSSGKVVYFTATFPYLILLMLLVRGVTLPGAWKGIQFYLTPQFHHLLSSKVWIEAALQIFYSLGVGFGGLLTFASYNTFHQNIYRDTFIVTLGNAITSILAGFAIFSVLGYMSQELGVPVDQVAKAGPGLAFVVYPQAMTMLPLSPFWSFLFFFMLLTLGLDSQFAFLETIVTAVTDEFPYYLRPKKAVFSGLICVAMYLMGLILTTDGGMYWLVLLDDYSASFGLMVVVITTCLAVTRVYGIQRFCRDIHMMLGFKPGLYFRA.... The pIC50 is 6.8. (7) The small molecule is COc1ccc([C@H](C)NC[C@H]2O[C@H](CO)[C@@H](O)[C@@H]2O)cc1. The target protein (Q27686) has sequence MSQLAHNLTLSIFDPVANYRAARIICTIGPSTQSVEALKGLIQSGMSVARMNFSHGSHEYHQTTINNVRQAAAELGVNIAIALDTKGPEIRTGQFVGGDAVMERGATCYVTTDPAFADKGTKDKFYIDYQNLSKVVRPGNYIYIDDGILILQVQSHEDEQTLECTVTNSHTISDRRGVNLPGCDVDLPAVSAKDRVDLQFGVEQGVDMIFASFIRSAEQVGDVRKALGPKGRDIMIICKIENHQGVQNIDSIIEESDGIMVARGDLGVEIPAEKVVVAQKILISKCNVAGKPVICATQMLESMTYNPRPTRAEVSDVANAVFNGADCVMLSGETAKGKYPNEVVQYMARICLEAQSALNEYVFFNSIKKLQHIPMSADEAVCSSAVNSVYETKAKAMVVLSNTGRSARLVAKYRPNCPIVCVTTRLQTCRQLNITQGVESVFFDADKLGHDEGKEHRVAAGVEFAKSKGYVQTGDYCVVIHADHKVKGYANQTRILLVE. The pIC50 is 2.5. (8) The small molecule is CC1C(=O)SC(C)(Cc2cccc(C(F)(F)F)c2)C1=O. The target protein (P9WQD7) has sequence MTELVTGKAFPYVVVTGIAMTTALATDAETTWKLLLDRQSGIRTLDDPFVEEFDLPVRIGGHLLEEFDHQLTRIELRRMGYLQRMSTVLSRRLWENAGSPEVDTNRLMVSIGTGLGSAEELVFSYDDMRARGMKAVSPLTVQKYMPNGAAAAVGLERHAKAGVMTPVSACASGAEAIARAWQQIVLGEADAAICGGVETRIEAVPIAGFAQMRIVMSTNNDDPAGACRPFDRDRDGFVFGEGGALLLIETEEHAKARGANILARIMGASITSDGFHMVAPDPNGERAGHAITRAIQLAGLAPGDIDHVNAHATGTQVGDLAEGRAINNALGGNRPAVYAPKSALGHSVGAVGAVESILTVLALRDQVIPPTLNLVNLDPEIDLDVVAGEPRPGNYRYAINNSFGFGGHNVAIAFGRY. The pIC50 is 3.0.